Dataset: Forward reaction prediction with 1.9M reactions from USPTO patents (1976-2016). Task: Predict the product of the given reaction. Given the reactants [NH2:1][C:2]1[C:7](Br)=[N:6][C:5]([Br:9])=[CH:4][N:3]=1.C(=O)([O-])[O-].[Na+].[Na+].[F:16][C:17]1[CH:22]=[CH:21][C:20](B(O)O)=[CH:19][CH:18]=1, predict the reaction product. The product is: [Br:9][C:5]1[N:6]=[C:7]([C:20]2[CH:21]=[CH:22][C:17]([F:16])=[CH:18][CH:19]=2)[C:2]([NH2:1])=[N:3][CH:4]=1.